Dataset: Catalyst prediction with 721,799 reactions and 888 catalyst types from USPTO. Task: Predict which catalyst facilitates the given reaction. (1) Reactant: [CH3:1][N:2]1[C:6]([CH2:7][O:8][CH2:9][C:10]2[CH:11]=[C:12]([NH:16][C:17]3[C:18]([NH2:27])=[CH:19][C:20]([C:23]([F:26])([F:25])[F:24])=[CH:21][CH:22]=3)[CH:13]=[CH:14][CH:15]=2)=[N:5][CH:4]=[N:3]1.[CH:28](OCC)(OCC)OCC.C1(C)C=CC(S(O)(=O)=O)=CC=1.CC1C=CC2N(C3C=CC=C(COCC4N(C)N=CN=4)C=3)C=NC=2C=1.CC1C=C(N)C(NC2C=CC=C(COCC3N(C)N=CN=3)C=2)=CC=1.CN1C(COCC2C=C(N3C4C=CC(C(=O)C)=CC=4N=C3)C=CC=2)=NC=N1.NC1C=C(C(=O)C)C=CC=1NC1C=CC=C(COCC2N(C)N=CN=2)C=1. Product: [CH3:1][N:2]1[C:6]([CH2:7][O:8][CH2:9][C:10]2[CH:11]=[C:12]([N:16]3[C:17]4[CH:22]=[CH:21][C:20]([C:23]([F:24])([F:26])[F:25])=[CH:19][C:18]=4[N:27]=[CH:28]3)[CH:13]=[CH:14][CH:15]=2)=[N:5][CH:4]=[N:3]1. The catalyst class is: 1. (2) The catalyst class is: 4. Product: [NH3:7].[NH2:7][C:8]1[CH2:9][O:10][CH2:11][C@:12]([C:17]2[CH:22]=[C:21]([NH:23][C:24]([C:26]3[C:31]([CH2:32][O:33][CH3:34])=[CH:30][C:29]([Cl:35])=[CH:28][N:27]=3)=[O:25])[CH:20]=[CH:19][C:18]=2[F:36])([CH:14]([F:15])[F:16])[N:13]=1. Reactant: C(OC(=O)[NH:7][C:8]1[CH2:9][O:10][CH2:11][C@:12]([C:17]2[CH:22]=[C:21]([NH:23][C:24]([C:26]3[C:31]([CH2:32][O:33][CH3:34])=[CH:30][C:29]([Cl:35])=[CH:28][N:27]=3)=[O:25])[CH:20]=[CH:19][C:18]=2[F:36])([CH:14]([F:16])[F:15])[N:13]=1)(C)(C)C.C(O)(C(F)(F)F)=O. (3) Reactant: C(OC(C1C=C(C2C=CC(C[S:19][CH2:20][CH2:21][OH:22])=CC=2)C=CC=1)=O)C.[CH2:23]([O:25][C:26]([C:28]1[CH:29]=[C:30]([C:34]2[CH:39]=[CH:38][CH:37]=[CH:36][C:35]=2[CH2:40]Br)[CH:31]=[CH:32][CH:33]=1)=[O:27])[CH3:24].SCCO.C(=O)([O-])[O-].[K+].[K+]. Product: [CH2:23]([O:25][C:26]([C:28]1[CH:29]=[C:30]([C:34]2[CH:39]=[CH:38][CH:37]=[CH:36][C:35]=2[CH2:40][S:19][CH2:20][CH2:21][OH:22])[CH:31]=[CH:32][CH:33]=1)=[O:27])[CH3:24]. The catalyst class is: 3.